Dataset: Full USPTO retrosynthesis dataset with 1.9M reactions from patents (1976-2016). Task: Predict the reactants needed to synthesize the given product. (1) Given the product [I:12][C:5]1[CH:4]=[CH:3][C:2]([OH:1])=[C:11]2[C:6]=1[CH:7]=[CH:8][CH:9]=[N:10]2, predict the reactants needed to synthesize it. The reactants are: [OH:1][C:2]1[CH:3]=[CH:4][CH:5]=[C:6]2[C:11]=1[N:10]=[CH:9][CH:8]=[CH:7]2.[I-:12].[Na+].[OH-].[Na+].[O-]Cl.[Na+].Cl. (2) Given the product [F:29][CH2:28][CH2:27][O:1][C:2]1[C:3]([O:19][CH:20]2[CH2:25][CH2:24][CH2:23][CH2:22][O:21]2)=[CH:4][CH:5]=[C:6]2[C:11]=1[O:10][C:9](=[O:12])[CH:8]=[C:7]2[C:13]1[CH:18]=[CH:17][CH:16]=[CH:15][CH:14]=1, predict the reactants needed to synthesize it. The reactants are: [OH:1][C:2]1[C:3]([O:19][CH:20]2[CH2:25][CH2:24][CH2:23][CH2:22][O:21]2)=[CH:4][CH:5]=[C:6]2[C:11]=1[O:10][C:9](=[O:12])[CH:8]=[C:7]2[C:13]1[CH:18]=[CH:17][CH:16]=[CH:15][CH:14]=1.Br[CH2:27][CH2:28][F:29].C([O-])([O-])=O.[Cs+].[Cs+]. (3) Given the product [Cl:1][C:2]1[C:3]([C:4]([NH:12][CH2:13][C:14]2[CH:15]=[CH:16][C:17]([C:18]([O:20][C:21]([CH3:22])([CH3:24])[CH3:23])=[O:19])=[CH:25][CH:26]=2)=[O:6])=[CH:7][C:8]([F:11])=[CH:9][N:10]=1, predict the reactants needed to synthesize it. The reactants are: [Cl:1][C:2]1[N:10]=[CH:9][C:8]([F:11])=[CH:7][C:3]=1[C:4]([OH:6])=O.[NH2:12][CH2:13][C:14]1[CH:26]=[CH:25][C:17]([C:18]([O:20][C:21]([CH3:24])([CH3:23])[CH3:22])=[O:19])=[CH:16][CH:15]=1.Cl.CN(C)CCCN=C=NCC.O.ON1C2C=CC=CC=2N=N1. (4) Given the product [N+:1]([C:4]1[CH:5]=[N:6][N:7]([C:9]2[CH:14]=[CH:13][CH:12]=[CH:11][CH:10]=2)[CH:8]=1)([O-:3])=[O:2], predict the reactants needed to synthesize it. The reactants are: [N+:1]([C:4]1[CH:5]=[N:6][NH:7][CH:8]=1)([O-:3])=[O:2].[C:9]1(B(O)O)[CH:14]=[CH:13][CH:12]=[CH:11][CH:10]=1.[OH-].[Na+]. (5) Given the product [CH3:1][CH2:2][CH2:3][CH2:4][N:5]1[C@H:10]([C:11]([NH:13][C:14]2[C:15]([CH3:21])=[CH:16][CH:17]=[CH:18][C:19]=2[CH3:20])=[O:12])[CH2:9][CH2:8][CH2:7][CH2:6]1, predict the reactants needed to synthesize it. The reactants are: [CH3:1][CH2:2][CH2:3][CH2:4][N:5]1[C@H:10]([C:11]([NH:13][C:14]2[C:15]([CH3:21])=[CH:16][CH:17]=[CH:18][C:19]=2[CH3:20])=[O:12])[CH2:9][CH2:8][CH2:7][CH2:6]1.Cl.C(=O)([O-])[O-].